This data is from Full USPTO retrosynthesis dataset with 1.9M reactions from patents (1976-2016). The task is: Predict the reactants needed to synthesize the given product. (1) Given the product [F:31][C:25]1[CH:26]=[C:27]([F:30])[CH:28]=[CH:29][C:24]=1[C:19]1[CH:20]=[CH:21][C:5]2[O:4][C:2](=[O:3])[N:14]([C:8]3[CH:9]=[C:10]([F:13])[CH:11]=[CH:12][C:7]=3[F:6])[C:15](=[O:16])[C:17]=2[CH:18]=1, predict the reactants needed to synthesize it. The reactants are: Cl[C:2]([O:4][CH3:5])=[O:3].[F:6][C:7]1[CH:12]=[CH:11][C:10]([F:13])=[CH:9][C:8]=1[NH:14][C:15]([C:17]1[CH:18]=[C:19]([C:24]2[CH:29]=[CH:28][C:27]([F:30])=[CH:26][C:25]=2[F:31])[CH:20]=[CH:21]C=1O)=[O:16].Cl. (2) Given the product [Cl:8][C:4]1[CH:3]=[C:2]([C:13]2[CH:14]=[CH:15][C:10]([F:9])=[CH:11][C:12]=2[O:19][CH3:20])[CH:7]=[CH:6][N:5]=1, predict the reactants needed to synthesize it. The reactants are: Br[C:2]1[CH:7]=[CH:6][N:5]=[C:4]([Cl:8])[CH:3]=1.[F:9][C:10]1[CH:15]=[CH:14][C:13](B(O)O)=[C:12]([O:19][CH3:20])[CH:11]=1.[O-]P([O-])([O-])=O.[K+].[K+].[K+].